Dataset: Forward reaction prediction with 1.9M reactions from USPTO patents (1976-2016). Task: Predict the product of the given reaction. (1) Given the reactants [OH:1][CH2:2][CH2:3][C:4]1[CH:9]=[CH:8][C:7]([O:10][C:11](=[O:20])[N:12]([CH3:19])[C:13]2[CH:18]=[CH:17][CH:16]=[CH:15][CH:14]=2)=[CH:6][CH:5]=1.O[C:22]1[N:27]=[CH:26][CH:25]=[CH:24][N:23]=1, predict the reaction product. The product is: [N:23]1[CH:24]=[CH:25][CH:26]=[N:27][C:22]=1[O:1][CH2:2][CH2:3][C:4]1[CH:5]=[CH:6][C:7]([O:10][C:11](=[O:20])[N:12]([CH3:19])[C:13]2[CH:14]=[CH:15][CH:16]=[CH:17][CH:18]=2)=[CH:8][CH:9]=1. (2) Given the reactants [NH:1]1[CH:5]=[C:4]([B:6]2[O:14][C:11]([CH3:13])([CH3:12])[C:8]([CH3:10])([CH3:9])[O:7]2)[CH:3]=[N:2]1.C[Si]([N-][Si](C)(C)C)(C)C.[Na+].Br[CH2:26][CH:27]1[CH2:29][CH2:28]1, predict the reaction product. The product is: [CH:27]1([CH2:26][N:2]2[CH:3]=[C:4]([B:6]3[O:7][C:8]([CH3:9])([CH3:10])[C:11]([CH3:13])([CH3:12])[O:14]3)[CH:5]=[N:1]2)[CH2:29][CH2:28]1. (3) Given the reactants Br[C:2]1[CH:3]=[C:4]([C:8]2([C:18]3[CH:23]=[CH:22][C:21]([O:24][CH3:25])=[C:20]([CH:26]([F:28])[F:27])[CH:19]=3)[C:16]3[C:11](=[N:12][CH:13]=[CH:14][CH:15]=3)[C:10]([NH2:17])=[N:9]2)[CH:5]=[CH:6][CH:7]=1.C([Sn](CCCC)(CCCC)[C:34]1[CH:39]=[N:38][CH:37]=[CH:36][N:35]=1)CCC, predict the reaction product. The product is: [F:28][CH:26]([F:27])[C:20]1[CH:19]=[C:18]([C:8]2([C:4]3[CH:5]=[CH:6][CH:7]=[C:2]([C:34]4[CH:39]=[N:38][CH:37]=[CH:36][N:35]=4)[CH:3]=3)[C:16]3[C:11](=[N:12][CH:13]=[CH:14][CH:15]=3)[C:10]([NH2:17])=[N:9]2)[CH:23]=[CH:22][C:21]=1[O:24][CH3:25]. (4) Given the reactants N1CCC[C@H]1C(O)=O.[K].Br[C:11]1[CH:12]=[CH:13][C:14]([NH2:17])=[N:15][CH:16]=1.[CH3:18][C:19]1[N:23]=[CH:22][NH:21][N:20]=1, predict the reaction product. The product is: [CH3:18][C:19]1[N:23]=[CH:22][N:21]([C:11]2[CH:12]=[CH:13][C:14]([NH2:17])=[N:15][CH:16]=2)[N:20]=1. (5) Given the reactants [Cl:1][C:2]1[CH:3]=[C:4]([CH:14]=[CH:15][C:16]=1[Cl:17])[CH2:5][N:6]1[CH2:11][CH2:10][O:9][C@H:8]([CH2:12][NH2:13])[CH2:7]1.[C:18]1([C:24]2[O:25][C:26]([CH3:33])=[C:27]([CH2:29][C:30](O)=[O:31])[N:28]=2)[CH:23]=[CH:22][CH:21]=[CH:20][CH:19]=1, predict the reaction product. The product is: [Cl:1][C:2]1[CH:3]=[C:4]([CH:14]=[CH:15][C:16]=1[Cl:17])[CH2:5][N:6]1[CH2:11][CH2:10][O:9][C@H:8]([CH2:12][NH:13][C:30](=[O:31])[CH2:29][C:27]2[N:28]=[C:24]([C:18]3[CH:23]=[CH:22][CH:21]=[CH:20][CH:19]=3)[O:25][C:26]=2[CH3:33])[CH2:7]1. (6) The product is: [Cl:1][C:2]1[CH:27]=[CH:26][C:5]([CH2:6][N:7]2[C:15]3[C:10](=[CH:11][C:12]([CH:16]=[C:17]4[S:21][C:20]([N:32]5[CH2:35][CH:34]([OH:36])[CH2:33]5)=[N:19][C:18]4=[O:25])=[CH:13][CH:14]=3)[CH:9]=[N:8]2)=[C:4]([C:28]([F:31])([F:29])[F:30])[CH:3]=1. Given the reactants [Cl:1][C:2]1[CH:27]=[CH:26][C:5]([CH2:6][N:7]2[C:15]3[C:10](=[CH:11][C:12]([CH:16]=[C:17]4[S:21][C:20](SCC)=[N:19][C:18]4=[O:25])=[CH:13][CH:14]=3)[CH:9]=[N:8]2)=[C:4]([C:28]([F:31])([F:30])[F:29])[CH:3]=1.[NH:32]1[CH2:35][CH:34]([OH:36])[CH2:33]1, predict the reaction product.